This data is from Forward reaction prediction with 1.9M reactions from USPTO patents (1976-2016). The task is: Predict the product of the given reaction. (1) Given the reactants [Cl:1][C:2]1[CH:7]=[C:6]([F:8])[CH:5]=[CH:4][C:3]=1[N:9]1[C:17](=[O:18])[C:16]2[C@@H:15]3[C:19]([CH3:21])([CH3:20])[C@@:12]([CH3:22])([CH2:13][CH2:14]3)[C:11]=2[NH:10]1.I[CH2:24][CH3:25], predict the reaction product. The product is: [Cl:1][C:2]1[CH:7]=[C:6]([F:8])[CH:5]=[CH:4][C:3]=1[N:9]1[C:17](=[O:18])[C:16]2[C@@H:15]3[C:19]([CH3:21])([CH3:20])[C@@:12]([CH3:22])([CH2:13][CH2:14]3)[C:11]=2[N:10]1[CH2:24][CH3:25]. (2) Given the reactants C[O:2][C:3]([C:5]1[CH:6]=[C:7]([N:11]([CH2:17][C:18]2[CH:19]=[N:20][CH:21]=[CH:22][CH:23]=2)[S:12]([CH2:15][CH3:16])(=[O:14])=[O:13])[CH:8]=[CH:9][CH:10]=1)=O.CC(C[AlH]CC(C)C)C.CO, predict the reaction product. The product is: [OH:2][CH2:3][C:5]1[CH:6]=[C:7]([N:11]([CH2:17][C:18]2[CH:19]=[N:20][CH:21]=[CH:22][CH:23]=2)[S:12]([CH2:15][CH3:16])(=[O:14])=[O:13])[CH:8]=[CH:9][CH:10]=1. (3) Given the reactants [CH3:1][C:2]1[N:3]=[C:4]([NH:7][C:8]([C:10]2[C:15](Br)=[N:14][CH:13]=[CH:12][N:11]=2)=[O:9])[S:5][CH:6]=1.[F:17][C:18]1[CH:19]=[C:20]([CH:22]=[CH:23][CH:24]=1)[NH2:21], predict the reaction product. The product is: [CH3:1][C:2]1[N:3]=[C:4]([NH:7][C:8]([C:10]2[C:15]([NH:21][C:20]3[CH:22]=[CH:23][CH:24]=[C:18]([F:17])[CH:19]=3)=[N:14][CH:13]=[CH:12][N:11]=2)=[O:9])[S:5][CH:6]=1. (4) Given the reactants [CH:1]1([N:6]2[CH2:12][C:11]([F:14])([F:13])[C:10](=[O:15])[N:9]([CH3:16])[C:8]3[CH:17]=[N:18][C:19]([NH:21][C:22]4[CH:30]=[CH:29][C:25]([C:26]([OH:28])=O)=[CH:24][C:23]=4[O:31][CH3:32])=[N:20][C:7]2=3)[CH2:5][CH2:4][CH2:3][CH2:2]1.F[P-](F)(F)(F)(F)F.[CH3:40][N:41](C(N(C)C)=[N+]1C2C(=NC=CC=2)[N+]([O-])=N1)[CH3:42].C(N(C(C)C)C(C)C)C.CNC, predict the reaction product. The product is: [CH:1]1([N:6]2[CH2:12][C:11]([F:13])([F:14])[C:10](=[O:15])[N:9]([CH3:16])[C:8]3[CH:17]=[N:18][C:19]([NH:21][C:22]4[CH:30]=[CH:29][C:25]([C:26]([N:41]([CH3:42])[CH3:40])=[O:28])=[CH:24][C:23]=4[O:31][CH3:32])=[N:20][C:7]2=3)[CH2:5][CH2:4][CH2:3][CH2:2]1. (5) Given the reactants [Cl:1][C:2]1[CH:22]=[CH:21][C:5]2[N:6]([C:16](=O)[CH2:17][C:18]#[N:19])[C:7]3[CH:14]=[CH:13][C:12]([Cl:15])=[CH:11][C:8]=3[CH2:9][CH2:10][C:4]=2[CH:3]=1.B.C1COCC1.Cl.[OH-].[Na+], predict the reaction product. The product is: [ClH:1].[Cl:1][C:2]1[CH:22]=[CH:21][C:5]2[N:6]([CH2:16][CH2:17][CH2:18][NH2:19])[C:7]3[CH:14]=[CH:13][C:12]([Cl:15])=[CH:11][C:8]=3[CH2:9][CH2:10][C:4]=2[CH:3]=1. (6) Given the reactants [Cl:1][C:2]1[CH:3]=[C:4]([C:9]2[CH:14]=[CH:13][C:12]([S:15][CH3:16])=[CH:11][CH:10]=2)[C:5](O)=[N:6][CH:7]=1.O=P(Cl)(Cl)[Cl:19], predict the reaction product. The product is: [Cl:19][C:5]1[C:4]([C:9]2[CH:14]=[CH:13][C:12]([S:15][CH3:16])=[CH:11][CH:10]=2)=[CH:3][C:2]([Cl:1])=[CH:7][N:6]=1. (7) Given the reactants [C:1]([C:5]1[N:9]([CH2:10][CH:11]2[CH2:16][CH2:15][CH2:14][CH2:13][CH2:12]2)[C:8]2[CH:17]=[CH:18][C:19]([NH:21][CH3:22])=[CH:20][C:7]=2[N:6]=1)([CH3:4])([CH3:3])[CH3:2].[N+:23]([C:26]1[CH:31]=[CH:30][C:29]([S:32](Cl)(=[O:34])=[O:33])=[CH:28][CH:27]=1)([O-:25])=[O:24], predict the reaction product. The product is: [C:1]([C:5]1[N:9]([CH2:10][CH:11]2[CH2:16][CH2:15][CH2:14][CH2:13][CH2:12]2)[C:8]2[CH:17]=[CH:18][C:19]([N:21]([CH3:22])[S:32]([C:29]3[CH:28]=[CH:27][C:26]([N+:23]([O-:25])=[O:24])=[CH:31][CH:30]=3)(=[O:33])=[O:34])=[CH:20][C:7]=2[N:6]=1)([CH3:4])([CH3:2])[CH3:3]. (8) Given the reactants O=P12OP3(OP(OP(O3)(O1)=O)(=O)O2)=O.[OH:15][C:16]1[CH:21]=[C:20]([OH:22])[CH:19]=[C:18]([OH:23])[CH:17]=1.[CH3:24][C:25]([CH3:30])=[CH:26][C:27](O)=[O:28], predict the reaction product. The product is: [OH:15][C:16]1[CH:21]=[C:20]([OH:22])[CH:19]=[C:18]2[C:17]=1[C:27](=[O:28])[CH2:26][C:25]([CH3:30])([CH3:24])[O:23]2. (9) Given the reactants [Na:1].CO[CH:4]1[O:9][CH2:8][CH:7]([CH2:10][O:11][C:12]2[CH:17]=[CH:16][N:15]=[C:14]([CH2:18][S:19]([C:21]3[NH:25][C:24]4[CH:26]=[CH:27][CH:28]=[CH:29][C:23]=4[N:22]=3)=[O:20])[C:13]=2[CH3:30])[CH2:6][O:5]1.[CH2:31]1[C:35]2(OCC(CO)CO2)C[CH2:33][CH2:32]1, predict the reaction product. The product is: [Na:1].[CH2:35]1[C:4]2([O:9][CH2:8][CH:7]([CH2:10][O:11][C:12]3[CH:17]=[CH:16][N:15]=[C:14]([CH2:18][S:19]([C:21]4[NH:25][C:24]5[CH:26]=[CH:27][CH:28]=[CH:29][C:23]=5[N:22]=4)=[O:20])[C:13]=3[CH3:30])[CH2:6][O:5]2)[CH2:33][CH2:32][CH2:31]1. (10) Given the reactants [F:1]C(F)(S(F)(=O)=O)C(F)(F)C(F)(F)C(F)(F)F.N12CCCN=C1CCCCC2.[Cl:29][C:30]1[CH:31]=[CH:32][C:33]([O:38][CH2:39][C@H:40](O)[CH2:41][O:42][C:43]([C:56]2[CH:61]=[CH:60][CH:59]=[CH:58][CH:57]=2)([C:50]2[CH:55]=[CH:54][CH:53]=[CH:52][CH:51]=2)[C:44]2[CH:49]=[CH:48][CH:47]=[CH:46][CH:45]=2)=[C:34]([CH:37]=1)[C:35]#[N:36].[OH-].[Na+], predict the reaction product. The product is: [Cl:29][C:30]1[CH:31]=[CH:32][C:33]([O:38][CH2:39][C@@H:40]([F:1])[CH2:41][O:42][C:43]([C:56]2[CH:61]=[CH:60][CH:59]=[CH:58][CH:57]=2)([C:50]2[CH:55]=[CH:54][CH:53]=[CH:52][CH:51]=2)[C:44]2[CH:49]=[CH:48][CH:47]=[CH:46][CH:45]=2)=[C:34]([CH:37]=1)[C:35]#[N:36].